This data is from Forward reaction prediction with 1.9M reactions from USPTO patents (1976-2016). The task is: Predict the product of the given reaction. (1) Given the reactants [Li].[Br:2][C:3]1[CH:8]=[C:7]([F:9])[CH:6]=[CH:5][C:4]=1[C@@H:10]1[C:15]([C:16]([O:18][C@H:19](C)C(OC(C)C)=O)=[O:17])=[C:14]([CH2:27][N:28]2[CH2:33][CH2:32][O:31][CH2:30][CH2:29]2)[NH:13][C:12]([C:34]2[S:35][CH:36]=[CH:37][N:38]=2)=[N:11]1, predict the reaction product. The product is: [Br:2][C:3]1[CH:8]=[C:7]([F:9])[CH:6]=[CH:5][C:4]=1[C@H:10]1[C:15]([C:16]([O:18][CH3:19])=[O:17])=[C:14]([CH2:27][N:28]2[CH2:29][CH2:30][O:31][CH2:32][CH2:33]2)[NH:13][C:12]([C:34]2[S:35][CH:36]=[CH:37][N:38]=2)=[N:11]1. (2) Given the reactants C(Cl)(=O)C(Cl)=O.[CH2:7]([C:11]1[NH:15][N:14]=[C:13]([C:16](O)=[O:17])[C:12]=1[N+:19]([O-:21])=[O:20])[CH2:8][CH2:9][CH3:10].C[N:23](C)C=O, predict the reaction product. The product is: [CH2:7]([C:11]1[NH:15][N:14]=[C:13]([C:16]([NH2:23])=[O:17])[C:12]=1[N+:19]([O-:21])=[O:20])[CH2:8][CH2:9][CH3:10]. (3) Given the reactants [CH2:1]([O:8][CH2:9][CH2:10][CH2:11][C@@H:12]([CH2:16][C:17]([O:19][C:20]([CH3:23])([CH3:22])[CH3:21])=[O:18])[C:13]([O-:15])=[O:14])[C:2]1[CH:7]=[CH:6][CH:5]=[CH:4][CH:3]=1.[C:24]1([C@H:30]([NH2:32])[CH3:31])[CH:29]=[CH:28][CH:27]=[CH:26][CH:25]=1, predict the reaction product. The product is: [C:24]1([C@H:30]([NH2:32])[CH3:31])[CH:29]=[CH:28][CH:27]=[CH:26][CH:25]=1.[CH2:1]([O:8][CH2:9][CH2:10][CH2:11][C@@H:12]([CH2:16][C:17]([O:19][C:20]([CH3:23])([CH3:22])[CH3:21])=[O:18])[C:13]([OH:15])=[O:14])[C:2]1[CH:3]=[CH:4][CH:5]=[CH:6][CH:7]=1. (4) Given the reactants [NH2:1][C@H:2]1[CH2:7][CH2:6][N:5]([C:8]([O:10][C:11]([CH3:14])([CH3:13])[CH3:12])=[O:9])[CH2:4][C@H:3]1[O:15][CH3:16].[CH2:17]([C:19]1[NH:23][C:22]([C:24](O)=[O:25])=[N:21][C:20]=1[C:27]([F:30])([F:29])[F:28])[CH3:18].CCN=C=NCCCN(C)C.Cl.C1C=CC2N(O)N=NC=2C=1, predict the reaction product. The product is: [CH2:17]([C:19]1[NH:23][C:22]([C:24]([NH:1][C@H:2]2[CH2:7][CH2:6][N:5]([C:8]([O:10][C:11]([CH3:12])([CH3:13])[CH3:14])=[O:9])[CH2:4][C@H:3]2[O:15][CH3:16])=[O:25])=[N:21][C:20]=1[C:27]([F:29])([F:30])[F:28])[CH3:18]. (5) Given the reactants [Cl:1][C:2]1[CH:27]=[CH:26][C:5]([O:6][C:7]([N:9]([CH3:25])[C@H:10]2[CH2:15][CH2:14][C@H:13]([CH2:16][CH2:17][CH2:18][CH2:19]OS(C)(=O)=O)[CH2:12][CH2:11]2)=[O:8])=[CH:4][CH:3]=1.[CH2:28]([NH:30][CH2:31][CH2:32][OH:33])[CH3:29], predict the reaction product. The product is: [Cl:1][C:2]1[CH:27]=[CH:26][C:5]([O:6][C:7](=[O:8])[N:9]([C@H:10]2[CH2:15][CH2:14][C@H:13]([CH2:16][CH2:17][CH2:18][CH2:19][N:30]([CH2:28][CH3:29])[CH2:31][CH2:32][OH:33])[CH2:12][CH2:11]2)[CH3:25])=[CH:4][CH:3]=1.